Dataset: Catalyst prediction with 721,799 reactions and 888 catalyst types from USPTO. Task: Predict which catalyst facilitates the given reaction. (1) Reactant: ClC1C(F)=C(C2CNC(=O)C2)C(OCC)=C(C(Cl)C)C=1.CC1C2C(=NC=NC=2N)NN=1.C(=O)([O-])[O-].[Cs+].[Cs+].[I-].[K+].[NH2:40][C:41]1[N:46]=[CH:45][N:44]=[C:43]2[N:47]([C@H:51]([C:53]3[C:54]([O:67][CH2:68][CH3:69])=[C:55]([C@@H:61]4[CH2:65][NH:64][C:63](=[O:66])[CH2:62]4)[C:56]([F:60])=[C:57]([Cl:59])[CH:58]=3)[CH3:52])[N:48]=[C:49]([CH3:50])[C:42]=12.NC1N=CN=C2N([C@@H](C3C(OCC)=C([C@H]4CNC(=O)C4)C(F)=C(Cl)C=3)C)N=C(C)C=12.NC1N=CN=C2N([C@@H](C3C(OCC)=C([C@@H]4CNC(=O)C4)C(F)=C(Cl)C=3)C)N=C(C)C=12. Product: [NH2:40][C:41]1[N:46]=[CH:45][N:44]=[C:43]2[N:47]([CH:51]([C:53]3[C:54]([O:67][CH2:68][CH3:69])=[C:55]([CH:61]4[CH2:65][NH:64][C:63](=[O:66])[CH2:62]4)[C:56]([F:60])=[C:57]([Cl:59])[CH:58]=3)[CH3:52])[N:48]=[C:49]([CH3:50])[C:42]=12. The catalyst class is: 35. (2) Reactant: P(C#N)(=O)(OCC)OCC.[CH3:11][O:12][C:13]1[CH:14]=[C:15]([CH:21]([S:24][CH3:25])[CH2:22][NH2:23])[CH:16]=[CH:17][C:18]=1[O:19][CH3:20].[N:26]1[CH:31]=[CH:30][CH:29]=[C:28](/[CH:32]=[CH:33]/[C:34](O)=[O:35])[CH:27]=1.C(=O)(O)[O-].[Na+]. Product: [CH3:11][O:12][C:13]1[CH:14]=[C:15]([CH:21]([S:24][CH3:25])[CH2:22][NH:23][C:34](=[O:35])/[CH:33]=[CH:32]/[C:28]2[CH:27]=[N:26][CH:31]=[CH:30][CH:29]=2)[CH:16]=[CH:17][C:18]=1[O:19][CH3:20]. The catalyst class is: 289.